The task is: Predict the reaction yield, written as a fraction of the theoretical maximum amount of product (1.0 means a 100% yield; for example, 0.34 means a 34% yield).. This data is from Reaction yield outcomes from USPTO patents with 853,638 reactions. (1) The reactants are [H-].[Na+].[CH2:3]([OH:10])[C:4]1[CH:9]=[CH:8][CH:7]=[CH:6][CH:5]=1.[O:11]1[C:16]2[CH:17]=[CH:18][C:19]([C:21]3[C:26](F)=[CH:25][CH:24]=[C:23]([C:28]([F:31])([F:30])[F:29])[C:22]=3[C:32](=[O:36])[C:33]([OH:35])=[O:34])=[CH:20][C:15]=2[CH2:14][CH2:13][CH2:12]1.[CH3:37][Si](C=[N+]=[N-])(C)C.C(OCC)C. The catalyst is CN(C)C=O.C(O)(=O)C.CO.O. The product is [CH2:3]([O:10][C:26]1[C:21]([C:19]2[CH:18]=[CH:17][C:16]3[O:11][CH2:12][CH2:13][CH2:14][C:15]=3[CH:20]=2)=[C:22]([C:32](=[O:36])[C:33]([O:35][CH3:37])=[O:34])[C:23]([C:28]([F:31])([F:30])[F:29])=[CH:24][CH:25]=1)[C:4]1[CH:9]=[CH:8][CH:7]=[CH:6][CH:5]=1. The yield is 0.780. (2) The product is [CH2:28]([N:30]1[CH:34]=[C:33]([C:2]2[N:7]=[C:6]([C:8]3[CH:9]=[N:10][N:11]([C:13]4([CH2:22][C:23]#[N:24])[CH2:14][N:15]([CH2:17][C:18]([F:21])([F:19])[F:20])[CH2:16]4)[CH:12]=3)[N:5]3[CH:25]=[CH:26][N:27]=[C:4]3[CH:3]=2)[CH:32]=[N:31]1)[CH3:29]. The reactants are Cl[C:2]1[N:7]=[C:6]([C:8]2[CH:9]=[N:10][N:11]([C:13]3([CH2:22][C:23]#[N:24])[CH2:16][N:15]([CH2:17][C:18]([F:21])([F:20])[F:19])[CH2:14]3)[CH:12]=2)[N:5]2[CH:25]=[CH:26][N:27]=[C:4]2[CH:3]=1.[CH2:28]([N:30]1[CH:34]=[C:33](B(O)O)[CH:32]=[N:31]1)[CH3:29].[O-]P([O-])([O-])=O.[K+].[K+].[K+].C1(P(C2CCCCC2)C2C=CC=CC=2C2C(C(C)C)=CC(C(C)C)=CC=2C(C)C)CCCCC1. The yield is 0.830. The catalyst is C1C=CC(/C=C/C(/C=C/C2C=CC=CC=2)=O)=CC=1.C1C=CC(/C=C/C(/C=C/C2C=CC=CC=2)=O)=CC=1.C1C=CC(/C=C/C(/C=C/C2C=CC=CC=2)=O)=CC=1.[Pd].[Pd].O1CCOCC1.